Dataset: Forward reaction prediction with 1.9M reactions from USPTO patents (1976-2016). Task: Predict the product of the given reaction. (1) The product is: [Cl:1][C:2]1[CH:7]=[CH:6][C:5]([C:8]2[N:12]([CH:13]3[CH2:15][CH2:14]3)[C:11](=[O:16])[N:10]([CH2:17][C:18]3[NH:32][C:31]([C:30]([C:25]4[CH:26]=[CH:27][CH:28]=[CH:29][C:24]=4[F:23])([CH3:35])[CH3:34])=[N:21][N:20]=3)[N:9]=2)=[CH:4][CH:3]=1. Given the reactants [Cl:1][C:2]1[CH:7]=[CH:6][C:5]([C:8]2[N:12]([CH:13]3[CH2:15][CH2:14]3)[C:11](=[O:16])[N:10]([CH2:17][C:18]([NH:20][NH2:21])=O)[N:9]=2)=[CH:4][CH:3]=1.Cl.[F:23][C:24]1[CH:29]=[CH:28][CH:27]=[CH:26][C:25]=1[C:30]([CH3:35])([CH3:34])[C:31](=N)[NH2:32].C[O-].[Na+], predict the reaction product. (2) Given the reactants [O:1]1[C:5]2[CH:6]=[CH:7][C:8]([C:10]3[C:19]4[C:14](=[CH:15][CH:16]=[C:17]5[O:22][CH2:21][O:20][C:18]5=4)[CH:13]=[C:12]4[C:23](=[O:37])[N:24]([CH2:26][CH2:27][CH2:28][O:29]CC5C=CC=CC=5)[CH2:25][C:11]=34)=[CH:9][C:4]=2[O:3][CH2:2]1.[H][H], predict the reaction product. The product is: [O:1]1[C:5]2[CH:6]=[CH:7][C:8]([C:10]3[C:19]4[C:14](=[CH:15][CH:16]=[C:17]5[O:22][CH2:21][O:20][C:18]5=4)[CH:13]=[C:12]4[C:23](=[O:37])[N:24]([CH2:26][CH2:27][CH2:28][OH:29])[CH2:25][C:11]=34)=[CH:9][C:4]=2[O:3][CH2:2]1. (3) The product is: [CH2:17]([NH:16][C:12]1[N:13]=[C:14]([CH3:15])[C:9]([OH:8])=[C:10]([CH3:34])[C:11]=1[CH3:33])[CH2:18][CH2:19][CH2:20][CH2:21][CH2:22][CH2:23][CH2:24][CH2:25][CH2:26][CH2:27][CH2:28][CH2:29][CH2:30][CH2:31][CH3:32]. Given the reactants C([O:8][C:9]1[C:10]([CH3:34])=[C:11]([CH3:33])[C:12]([NH:16][CH2:17][CH2:18][CH2:19][CH2:20][CH2:21][CH2:22][CH2:23][CH2:24][CH2:25][CH2:26][CH2:27][CH2:28][CH2:29][CH2:30][CH2:31][CH3:32])=[N:13][C:14]=1[CH3:15])C1C=CC=CC=1, predict the reaction product. (4) Given the reactants [CH2:1]([O:3][C:4](=[O:10])[C:5]([F:9])([F:8])[CH2:6][NH2:7])[CH3:2].[Cl:11][C:12]1[S:16][C:15]([C:17](O)=[O:18])=[CH:14][CH:13]=1.[B-](F)(F)(F)F.CCOC(C(C#N)=NOC(N(C)C)=[N+](C)C)=O.C(N(CC)CC)C, predict the reaction product. The product is: [CH2:1]([O:3][C:4](=[O:10])[C:5]([F:9])([F:8])[CH2:6][NH:7][C:17]([C:15]1[S:16][C:12]([Cl:11])=[CH:13][CH:14]=1)=[O:18])[CH3:2]. (5) Given the reactants N.[Li].[CH:3]#C.C([SiH2]O[C:11]([CH3:31])(C)[CH:12]1[CH2:17][CH2:16][CH:15]([CH2:18][O:19]S(C2C=CC(C)=CC=2)(=O)=O)[CH2:14][CH2:13]1)(C)(C)C, predict the reaction product. The product is: [CH2:11]([CH:12]1[CH2:13][CH2:14][CH:15]([CH2:18][OH:19])[CH2:16][CH2:17]1)[C:31]#[CH:3]. (6) Given the reactants [C:1]([O:5][C:6](=[O:24])[NH:7][C@@H:8]1[C:14](=[O:15])[NH:13][C:12]2[CH:16]=[CH:17][CH:18]=[CH:19][C:11]=2[C:10]2[CH:20]=[CH:21][CH:22]=[CH:23][C:9]1=2)([CH3:4])([CH3:3])[CH3:2].[F:25][C:26]([F:31])([F:30])[CH:27]1[O:29][CH2:28]1, predict the reaction product. The product is: [C:1]([O:5][C:6](=[O:24])[NH:7][C@@H:8]1[C:14](=[O:15])[N:13]([CH2:28][CH:27]([OH:29])[C:26]([F:31])([F:30])[F:25])[C:12]2[CH:16]=[CH:17][CH:18]=[CH:19][C:11]=2[C:10]2[CH:20]=[CH:21][CH:22]=[CH:23][C:9]1=2)([CH3:4])([CH3:2])[CH3:3]. (7) Given the reactants C(OC([NH:8][CH2:9][CH2:10][C:11]([O:13][CH2:14][C@@H:15]([O:49][C:50](=[O:61])[CH2:51][CH2:52][NH:53]C(OC(C)(C)C)=O)[CH2:16][O:17][C:18]1[CH:23]=[CH:22][C:21]([C:24]2[C:29]([C:30]#[N:31])=[C:28]([S:32][CH2:33][C:34]3[N:35]=[C:36]([C:39]4[CH:44]=[CH:43][C:42]([Cl:45])=[CH:41][CH:40]=4)[O:37][CH:38]=3)[N:27]=[C:26]([NH2:46])[C:25]=2[C:47]#[N:48])=[CH:20][CH:19]=1)=[O:12])=O)(C)(C)C.[F:62][C:63]([F:68])([F:67])[C:64]([OH:66])=[O:65], predict the reaction product. The product is: [F:62][C:63]([F:68])([F:67])[C:64]([OH:66])=[O:65].[F:62][C:63]([F:68])([F:67])[C:64]([OH:66])=[O:65].[NH2:8][CH2:9][CH2:10][C:11]([O:13][CH2:14][C@@H:15]([O:49][C:50](=[O:61])[CH2:51][CH2:52][NH2:53])[CH2:16][O:17][C:18]1[CH:23]=[CH:22][C:21]([C:24]2[C:29]([C:30]#[N:31])=[C:28]([S:32][CH2:33][C:34]3[N:35]=[C:36]([C:39]4[CH:40]=[CH:41][C:42]([Cl:45])=[CH:43][CH:44]=4)[O:37][CH:38]=3)[N:27]=[C:26]([NH2:46])[C:25]=2[C:47]#[N:48])=[CH:20][CH:19]=1)=[O:12]. (8) Given the reactants [C-:1]#[N:2].[K+].[OH-].[Ca+2].[OH-].C1(P(C2C=CC=CC=2)C2C=CC=CC=2)C=CC=CC=1.[C:26]([O:30][C:31]([N:33]1[CH2:38][CH2:37][N:36]2[C:39]([CH2:42][CH3:43])=[N:40][CH:41]=[C:35]2[CH:34]1[CH2:44][CH2:45][C:46]1[CH:51]=[CH:50][C:49](Br)=[CH:48][CH:47]=1)=[O:32])([CH3:29])([CH3:28])[CH3:27], predict the reaction product. The product is: [C:26]([O:30][C:31]([N:33]1[CH2:38][CH2:37][N:36]2[C:39]([CH2:42][CH3:43])=[N:40][CH:41]=[C:35]2[CH:34]1[CH2:44][CH2:45][C:46]1[CH:51]=[CH:50][C:49]([C:1]#[N:2])=[CH:48][CH:47]=1)=[O:32])([CH3:29])([CH3:28])[CH3:27]. (9) Given the reactants F[C:2]1[CH:9]=[CH:8][C:5]([CH:6]=[O:7])=[CH:4][N:3]=1.[Cl:10][C:11]1[CH:12]=[C:13]([OH:21])[CH:14]=[C:15]([C:17]([F:20])([F:19])[F:18])[CH:16]=1, predict the reaction product. The product is: [Cl:10][C:11]1[CH:12]=[C:13]([CH:14]=[C:15]([C:17]([F:18])([F:19])[F:20])[CH:16]=1)[O:21][C:2]1[CH:9]=[CH:8][C:5]([CH:6]=[O:7])=[CH:4][N:3]=1. (10) Given the reactants [CH2:1]([C@@H:3]1[CH2:19][CH2:18][CH2:17][C@H:16]([NH:20]C(=O)OC(C)(C)C)[C:15]2[CH:28]=[C:11]([CH:12]=[CH:13][N:14]=2)[C:10]2[N:9]([CH3:29])[N:8]=[CH:7][C:6]=2[NH:5][C:4]1=[O:30])[CH3:2].O1CCOCC1.[ClH:37], predict the reaction product. The product is: [ClH:37].[ClH:37].[ClH:37].[NH2:20][C@@H:16]1[C:15]2[CH:28]=[C:11]([CH:12]=[CH:13][N:14]=2)[C:10]2[N:9]([CH3:29])[N:8]=[CH:7][C:6]=2[NH:5][C:4](=[O:30])[C@H:3]([CH2:1][CH3:2])[CH2:19][CH2:18][CH2:17]1.